The task is: Predict the reactants needed to synthesize the given product.. This data is from Full USPTO retrosynthesis dataset with 1.9M reactions from patents (1976-2016). (1) Given the product [F:1][C:2]1[CH:3]=[C:4]([CH:25]=[CH:26][CH:27]=1)[CH2:5][O:6][C:7]1[CH:16]=[C:15]2[C:10]([C:11](=[O:24])[N:12]([CH2:20][C:21]#[N:23])[C:13]([CH:17]([CH3:19])[CH3:18])=[N:14]2)=[CH:9][CH:8]=1, predict the reactants needed to synthesize it. The reactants are: [F:1][C:2]1[CH:3]=[C:4]([CH:25]=[CH:26][CH:27]=1)[CH2:5][O:6][C:7]1[CH:16]=[C:15]2[C:10]([C:11](=[O:24])[N:12]([CH2:20][C:21]([NH2:23])=O)[C:13]([CH:17]([CH3:19])[CH3:18])=[N:14]2)=[CH:9][CH:8]=1.C(=O)([O-])O.[Na+]. (2) Given the product [ClH:34].[N:2]12[CH2:7][CH2:6][CH:5]([CH2:8][CH2:9]1)[C@@H:4]([NH:10][C:11]([C:13]1[S:14][C:15]3[CH:21]=[C:20]([NH:22][S:31]([CH3:30])(=[O:33])=[O:32])[CH:19]=[CH:18][C:16]=3[CH:17]=1)=[O:12])[CH2:3]2, predict the reactants needed to synthesize it. The reactants are: Cl.[N:2]12[CH2:9][CH2:8][CH:5]([CH2:6][CH2:7]1)[C@@H:4]([NH:10][C:11]([C:13]1[S:14][C:15]3[CH:21]=[C:20]([NH2:22])[CH:19]=[CH:18][C:16]=3[CH:17]=1)=[O:12])[CH2:3]2.C(N(CC)CC)C.[CH3:30][S:31]([Cl:34])(=[O:33])=[O:32]. (3) The reactants are: [N:1]1[C:10]2[C:5](=[CH:6][C:7]([C:11](Cl)=[O:12])=[CH:8][CH:9]=2)[CH:4]=[CH:3][CH:2]=1.[NH2:14][C:15]1[CH:16]=[C:17]([CH:30]=[CH:31][C:32]=1[CH3:33])[C:18]([NH:20][C:21]1[CH:26]=[CH:25][CH:24]=[C:23]([N:27]([CH3:29])[CH3:28])[CH:22]=1)=[O:19]. Given the product [CH3:29][N:27]([CH3:28])[C:23]1[CH:22]=[C:21]([NH:20][C:18](=[O:19])[C:17]2[CH:30]=[CH:31][C:32]([CH3:33])=[C:15]([NH:14][C:11]([C:7]3[CH:6]=[C:5]4[C:10](=[CH:9][CH:8]=3)[N:1]=[CH:2][CH:3]=[CH:4]4)=[O:12])[CH:16]=2)[CH:26]=[CH:25][CH:24]=1, predict the reactants needed to synthesize it. (4) Given the product [C:7]1([C:13]([C:18]2[CH:23]=[CH:22][CH:21]=[CH:20][CH:19]=2)([CH3:17])[C:14]([Cl:4])=[O:15])[CH:12]=[CH:11][CH:10]=[CH:9][CH:8]=1, predict the reactants needed to synthesize it. The reactants are: C(Cl)(=O)C([Cl:4])=O.[C:7]1([C:13]([C:18]2[CH:23]=[CH:22][CH:21]=[CH:20][CH:19]=2)([CH3:17])[C:14](O)=[O:15])[CH:12]=[CH:11][CH:10]=[CH:9][CH:8]=1. (5) Given the product [CH3:24][C:22]1[S:23][C:19]([C:17]2[CH:16]=[CH:15][N:14]=[C:13]([NH:12][C:9]3[CH:10]=[CH:11][C:6]([NH:5][C:3](=[O:4])[CH2:2][N:26]4[CH:30]=[N:29][CH:28]=[N:27]4)=[CH:7][CH:8]=3)[N:18]=2)=[C:20]([CH3:25])[N:21]=1, predict the reactants needed to synthesize it. The reactants are: Cl[CH2:2][C:3]([NH:5][C:6]1[CH:11]=[CH:10][C:9]([NH:12][C:13]2[N:18]=[C:17]([C:19]3[S:23][C:22]([CH3:24])=[N:21][C:20]=3[CH3:25])[CH:16]=[CH:15][N:14]=2)=[CH:8][CH:7]=1)=[O:4].[NH:26]1[CH:30]=[N:29][CH:28]=[N:27]1. (6) Given the product [CH3:37][S:38]([OH:41])(=[O:40])=[O:39].[CH:1]1([CH2:4][N:5]2[C:13]([N:14]3[CH2:19][CH2:18][N:17]([S:20]([CH3:23])(=[O:21])=[O:22])[CH2:16][CH2:15]3)=[N:12][C:11]3[C:6]2=[N:7][C:8]([C:30]2[CH:31]=[N:32][C:33]([NH2:36])=[N:34][CH:35]=2)=[N:9][C:10]=3[N:24]2[CH2:29][CH2:28][O:27][CH2:26][CH2:25]2)[CH2:3][CH2:2]1, predict the reactants needed to synthesize it. The reactants are: [CH:1]1([CH2:4][N:5]2[C:13]([N:14]3[CH2:19][CH2:18][N:17]([S:20]([CH3:23])(=[O:22])=[O:21])[CH2:16][CH2:15]3)=[N:12][C:11]3[C:6]2=[N:7][C:8]([C:30]2[CH:31]=[N:32][C:33]([NH2:36])=[N:34][CH:35]=2)=[N:9][C:10]=3[N:24]2[CH2:29][CH2:28][O:27][CH2:26][CH2:25]2)[CH2:3][CH2:2]1.[CH3:37][S:38]([OH:41])(=[O:40])=[O:39]. (7) Given the product [CH3:22][S:19]([C:16]1[CH:17]=[CH:18][C:13]([C:12]2[N:6]3[C:7]([CH:8]=[N:9][C:4]([NH:36][C:33]4[CH:32]=[CH:31][C:30]([N:27]5[CH2:26][CH2:25][N:24]([CH3:23])[CH2:29][CH2:28]5)=[CH:35][CH:34]=4)=[N:5]3)=[CH:10][CH:11]=2)=[CH:14][CH:15]=1)(=[O:21])=[O:20], predict the reactants needed to synthesize it. The reactants are: CS([C:4]1[N:9]=[CH:8][C:7]2=[CH:10][CH:11]=[C:12]([C:13]3[CH:18]=[CH:17][C:16]([S:19]([CH3:22])(=[O:21])=[O:20])=[CH:15][CH:14]=3)[N:6]2[N:5]=1)=O.[CH3:23][N:24]1[CH2:29][CH2:28][N:27]([C:30]2[CH:35]=[CH:34][C:33]([NH2:36])=[CH:32][CH:31]=2)[CH2:26][CH2:25]1.CN1CCCC1=O. (8) Given the product [C:23]([C:20]1[CH:21]=[CH:22][C:16]2[CH:15]=[C:14]([S:11]([N:9]3[CH2:8][CH2:7][N:6]([C:29]([C:31]4[S:32][C:33]5[CH2:34][NH:35][CH:36]([CH3:40])[CH2:37][C:38]=5[N:39]=4)=[O:30])[CH:5]([C:3](=[O:4])[NH:2][CH3:1])[CH2:10]3)(=[O:13])=[O:12])[S:18][C:17]=2[CH:19]=1)#[CH:24], predict the reactants needed to synthesize it. The reactants are: [CH3:1][NH:2][C:3]([CH:5]1[CH2:10][N:9]([S:11]([C:14]2[S:18][C:17]3[CH:19]=[C:20]([C:23]#[C:24][Si](C)(C)C)[CH:21]=[CH:22][C:16]=3[CH:15]=2)(=[O:13])=[O:12])[CH2:8][CH2:7][N:6]1[C:29]([C:31]1[S:32][C:33]2[CH2:34][NH:35][CH:36]([CH3:40])[CH2:37][C:38]=2[N:39]=1)=[O:30])=[O:4].[OH-].[Na+].[Cl-].[NH4+].C(=O)(O)[O-].[Na+]. (9) The reactants are: [Cl:1][C:2]1[CH:21]=[C:20]([Cl:22])[CH:19]=[CH:18][C:3]=1[O:4][CH2:5][C:6]([NH:8][C:9]1[CH:10]=[C:11]([CH:15]=[CH:16][CH:17]=1)[C:12]([OH:14])=O)=[O:7].[NH2:23][CH2:24][C:25]1[CH:26]=[N:27][CH:28]=[CH:29][CH:30]=1.C(Cl)CCl.C1C=CC2N(O)N=NC=2C=1.CCN(C(C)C)C(C)C. Given the product [Cl:1][C:2]1[CH:21]=[C:20]([Cl:22])[CH:19]=[CH:18][C:3]=1[O:4][CH2:5][C:6]([NH:8][C:9]1[CH:10]=[C:11]([CH:15]=[CH:16][CH:17]=1)[C:12]([NH:23][CH2:24][C:25]1[CH:26]=[N:27][CH:28]=[CH:29][CH:30]=1)=[O:14])=[O:7], predict the reactants needed to synthesize it. (10) Given the product [CH2:1]([O:5][C:6]1[CH:11]=[C:10]([CH3:12])[CH:9]=[CH:8][C:7]=1[NH:13][C:14](=[O:25])[NH:15][C:16]1[S:17][CH:18]=[C:19]([CH2:21][C:22]([NH:30][CH2:29][CH2:28][O:27][CH3:26])=[O:24])[N:20]=1)[CH:2]([CH3:3])[CH3:4], predict the reactants needed to synthesize it. The reactants are: [CH2:1]([O:5][C:6]1[CH:11]=[C:10]([CH3:12])[CH:9]=[CH:8][C:7]=1[NH:13][C:14](=[O:25])[NH:15][C:16]1[S:17][CH:18]=[C:19]([CH2:21][C:22]([OH:24])=O)[N:20]=1)[CH:2]([CH3:4])[CH3:3].[CH3:26][O:27][CH2:28][CH2:29][NH2:30].